Dataset: Reaction yield outcomes from USPTO patents with 853,638 reactions. Task: Predict the reaction yield, written as a fraction of the theoretical maximum amount of product (1.0 means a 100% yield; for example, 0.34 means a 34% yield). (1) The reactants are C(O)(=O)C.[F:5][C:6]1[CH:11]=[CH:10][N:9]=[C:8]([O:12][CH2:13][C:14]2[CH:19]=[CH:18][C:17](/[CH:20]=[CH:21]/[N+:22]([O-:24])=[O:23])=[CH:16][CH:15]=2)[CH:7]=1.[BH4-].[Na+]. The catalyst is CS(C)=O. The product is [F:5][C:6]1[CH:11]=[CH:10][N:9]=[C:8]([O:12][CH2:13][C:14]2[CH:15]=[CH:16][C:17]([CH2:20][CH2:21][N+:22]([O-:24])=[O:23])=[CH:18][CH:19]=2)[CH:7]=1. The yield is 0.550. (2) The reactants are [NH4+].[Cl-].[Cl:3][C:4]1[CH:9]=[CH:8][C:7]([NH:10][C:11]2[CH:16]=[CH:15][CH:14]=[CH:13][C:12]=2[N+:17]([O-])=O)=[CH:6][CH:5]=1. The catalyst is [Fe].CCO. The product is [Cl:3][C:4]1[CH:9]=[CH:8][C:7]([NH:10][C:11]2[C:12]([NH2:17])=[CH:13][CH:14]=[CH:15][CH:16]=2)=[CH:6][CH:5]=1. The yield is 0.932. (3) The reactants are [F:1][C:2]1[C:3]([O:18][CH3:19])=[CH:4][C:5]2[S:9][C:8]([C:10]3[C:14]([CH3:15])=[N:13][NH:12][C:11]=3[NH2:16])=[N:7][C:6]=2[CH:17]=1.S(Cl)([Cl:23])(=O)=O. No catalyst specified. The product is [Cl:23][C:4]1[C:5]2[S:9][C:8]([C:10]3[C:11]([NH2:16])=[N:12][NH:13][C:14]=3[CH3:15])=[N:7][C:6]=2[CH:17]=[C:2]([F:1])[C:3]=1[O:18][CH3:19]. The yield is 0.620.